Dataset: Peptide-MHC class II binding affinity with 134,281 pairs from IEDB. Task: Regression. Given a peptide amino acid sequence and an MHC pseudo amino acid sequence, predict their binding affinity value. This is MHC class II binding data. The peptide sequence is SCFEIKCTKPEACSG. The MHC is DRB1_0401 with pseudo-sequence DRB1_0401. The binding affinity (normalized) is 0.222.